This data is from Full USPTO retrosynthesis dataset with 1.9M reactions from patents (1976-2016). The task is: Predict the reactants needed to synthesize the given product. (1) Given the product [Si:5]([O:4][CH2:3][CH2:2][NH:37][C:23]1[CH:24]=[C:25]2[C:29](=[C:21]([CH:18]3[CH2:19][CH2:20]3)[CH:22]=1)[N:28]([C:30]1[N:35]=[CH:34][C:33]([CH3:36])=[CH:32][N:31]=1)[CH:27]=[CH:26]2)([C:8]([CH3:11])([CH3:10])[CH3:9])([CH3:7])[CH3:6], predict the reactants needed to synthesize it. The reactants are: Br[CH2:2][CH2:3][O:4][Si:5]([C:8]([CH3:11])([CH3:10])[CH3:9])([CH3:7])[CH3:6].C(=O)([O-])[O-].[K+].[K+].[CH:18]1([C:21]2[CH:22]=[C:23]([NH2:37])[CH:24]=[C:25]3[C:29]=2[N:28]([C:30]2[N:35]=[CH:34][C:33]([CH3:36])=[CH:32][N:31]=2)[CH:27]=[CH:26]3)[CH2:20][CH2:19]1. (2) Given the product [NH2:15][C:12]1[CH:11]=[CH:10][C:9]([C:7]([C:6]2[CH:23]=[CH:24][C:3]([N:2]([CH3:25])[CH3:1])=[CH:4][CH:5]=2)=[O:8])=[CH:14][CH:13]=1, predict the reactants needed to synthesize it. The reactants are: [CH3:1][N:2]([CH3:25])[C:3]1[CH:24]=[CH:23][C:6]([C:7]([C:9]2[CH:14]=[CH:13][C:12]([NH:15]C(=O)OC(C)(C)C)=[CH:11][CH:10]=2)=[O:8])=[CH:5][CH:4]=1. (3) Given the product [C:1]([O:5][C:6]([N:8]1[CH2:9][CH2:10][N:11]([C:14]2[C:15]([F:24])=[CH:16][C:17]([NH2:21])=[CH:18][C:19]=2[F:20])[CH2:12][CH2:13]1)=[O:7])([CH3:4])([CH3:2])[CH3:3], predict the reactants needed to synthesize it. The reactants are: [C:1]([O:5][C:6]([N:8]1[CH2:13][CH2:12][N:11]([C:14]2[C:19]([F:20])=[CH:18][C:17]([N+:21]([O-])=O)=[CH:16][C:15]=2[F:24])[CH2:10][CH2:9]1)=[O:7])([CH3:4])([CH3:3])[CH3:2]. (4) Given the product [CH2:1]([S:3]([C:4]1[C:5]([C:10]2[N:25]([CH3:26])[C:13]3=[N:14][CH:15]=[C:16]([C:18]([F:24])([F:23])[C:19]([F:20])([F:21])[F:22])[CH:17]=[C:12]3[N:11]=2)=[N:6][CH:7]=[CH:8][CH:9]=1)=[O:35])[CH3:2], predict the reactants needed to synthesize it. The reactants are: [CH2:1]([S:3][C:4]1[C:5]([C:10]2[N:25]([CH3:26])[C:13]3=[N:14][CH:15]=[C:16]([C:18]([F:24])([F:23])[C:19]([F:22])([F:21])[F:20])[CH:17]=[C:12]3[N:11]=2)=[N:6][CH:7]=[CH:8][CH:9]=1)[CH3:2].ClC1C=CC=C(C(OO)=[O:35])C=1.C(=O)([O-])O.[Na+].S([O-])([O-])(=O)=S.[Na+].[Na+].